This data is from Peptide-MHC class I binding affinity with 185,985 pairs from IEDB/IMGT. The task is: Regression. Given a peptide amino acid sequence and an MHC pseudo amino acid sequence, predict their binding affinity value. This is MHC class I binding data. The peptide sequence is RTADIGACM. The MHC is HLA-A26:01 with pseudo-sequence HLA-A26:01. The binding affinity (normalized) is 0.0847.